Dataset: Forward reaction prediction with 1.9M reactions from USPTO patents (1976-2016). Task: Predict the product of the given reaction. (1) Given the reactants [O:1]=[CH:2][C@@H:3]([C@@H:5]([C@@H:7]([CH2:9][OH:10])[OH:8])[OH:6])[OH:4].CO[C:13](OC)([CH3:15])[CH3:14], predict the reaction product. The product is: [CH3:14][C:13]1([CH3:15])[O:4][C@@H:3]2[C@@H:5]([C@@H:7]([CH2:9][OH:10])[O:8][CH:2]2[OH:1])[O:6]1. (2) Given the reactants [Br:1][C:2]1[CH:3]=[C:4]2[C:9](=[CH:10][CH:11]=1)[N:8]=[CH:7][CH:6]=[C:5]2[S:12][C:13]1([C:17]([O:19]CC)=[O:18])[CH2:16][CH2:15][CH2:14]1.O.[OH-].[Li+].Cl, predict the reaction product. The product is: [Br:1][C:2]1[CH:3]=[C:4]2[C:9](=[CH:10][CH:11]=1)[N:8]=[CH:7][CH:6]=[C:5]2[S:12][C:13]1([C:17]([OH:19])=[O:18])[CH2:14][CH2:15][CH2:16]1. (3) Given the reactants Cl[Si](C)(C)C.Br[CH2:7][C:8]([O:10][CH:11]([CH3:13])[CH3:12])=[O:9].[CH3:14][NH:15][C:16]([C:18]1[CH:27]=[CH:26][C:25]2[C:20](=[CH:21][CH:22]=[C:23]([C:28]([C:30]3[N:31]=[CH:32][N:33]([C:35]([C:48]4[CH:53]=[CH:52][CH:51]=[CH:50][CH:49]=4)([C:42]4[CH:47]=[CH:46][CH:45]=[CH:44][CH:43]=4)[C:36]4[CH:41]=[CH:40][CH:39]=[CH:38][CH:37]=4)[CH:34]=3)=[O:29])[CH:24]=2)[CH:19]=1)=[O:17], predict the reaction product. The product is: [OH:29][C@@:28]([C:23]1[CH:22]=[CH:21][C:20]2[C:25](=[CH:26][CH:27]=[C:18]([C:16]([NH:15][CH3:14])=[O:17])[CH:19]=2)[CH:24]=1)([C:30]1[N:31]=[CH:32][N:33]([C:35]([C:36]2[CH:41]=[CH:40][CH:39]=[CH:38][CH:37]=2)([C:48]2[CH:49]=[CH:50][CH:51]=[CH:52][CH:53]=2)[C:42]2[CH:47]=[CH:46][CH:45]=[CH:44][CH:43]=2)[CH:34]=1)[CH2:7][C:8]([O:10][CH:11]([CH3:13])[CH3:12])=[O:9]. (4) Given the reactants [CH2:1]([C:9]1[CH:14]=[CH:13][C:12]([N:15]2[CH2:20][CH2:19][N:18](C(OC(C)(C)C)=O)[CH2:17][CH2:16]2)=[CH:11][CH:10]=1)[CH2:2][CH2:3][CH2:4][CH2:5][CH2:6][CH2:7][CH3:8].[C:28]([OH:34])([C:30]([F:33])([F:32])[F:31])=[O:29], predict the reaction product. The product is: [C:28]([OH:34])([C:30]([F:33])([F:32])[F:31])=[O:29].[CH2:1]([C:9]1[CH:10]=[CH:11][C:12]([N:15]2[CH2:16][CH2:17][NH:18][CH2:19][CH2:20]2)=[CH:13][CH:14]=1)[CH2:2][CH2:3][CH2:4][CH2:5][CH2:6][CH2:7][CH3:8].